Dataset: Forward reaction prediction with 1.9M reactions from USPTO patents (1976-2016). Task: Predict the product of the given reaction. (1) The product is: [Cl:60][C:61]1[CH:69]=[CH:68][C:64]([C:65]([NH:34][C:35]2[CH:36]=[CH:37][C:38]([C:41]3[CH:49]=[C:48]4[C:44]([CH2:45][N:46]([C:51]5([C:56]([O:58][CH3:59])=[O:57])[CH2:55][CH2:54][CH2:53][CH2:52]5)[C:47]4=[O:50])=[CH:43][CH:42]=3)=[CH:39][CH:40]=2)=[O:66])=[CH:63][CH:62]=1. Given the reactants C(NC1C=CC(C2C=C3C(CN([C@@H](C(C)C)C(OC)=O)C3=O)=CC=2)=CC=1)(=O)C1C=CC=CC=1.[NH2:34][C:35]1[CH:40]=[CH:39][C:38]([C:41]2[CH:49]=[C:48]3[C:44]([CH2:45][N:46]([C:51]4([C:56]([O:58][CH3:59])=[O:57])[CH2:55][CH2:54][CH2:53][CH2:52]4)[C:47]3=[O:50])=[CH:43][CH:42]=2)=[CH:37][CH:36]=1.[Cl:60][C:61]1[CH:69]=[CH:68][C:64]([C:65](Cl)=[O:66])=[CH:63][CH:62]=1, predict the reaction product. (2) Given the reactants C1(C2C=CC=CC=2)C=CC=CC=1[NH:7][N:8]=[C:9]([C:12]#[N:13])[C:10]#[N:11].N[C:21]1[CH:26]=[CH:25][CH:24]=[CH:23][C:22]=1[C:27]1[CH:32]=[CH:31][CH:30]=[CH:29][CH:28]=1.C(#N)CC#N.O.[NH2:39][NH2:40], predict the reaction product. The product is: [C:22]1([C:27]2[CH:32]=[C:31]([NH:7][N:8]=[C:9]3[C:10]([NH2:11])=[N:40][N:39]=[C:12]3[NH2:13])[CH:30]=[CH:29][CH:28]=2)[CH:23]=[CH:24][CH:25]=[CH:26][CH:21]=1. (3) Given the reactants [OH:1][CH2:2][C:3]1[CH:11]=[CH:10][C:9]2[CH2:12][NH:13][C@@H:14]([CH:17]3[CH:22]4[CH2:23][CH2:24][N:19]([CH2:20][CH2:21]4)[CH2:18]3)[C:15](=[O:16])[N:7]3[C:8]=2[C:4]=1[CH:5]=[CH:6]3.[C:25](OC(=O)C)(=[O:27])[CH3:26], predict the reaction product. The product is: [C:25]([O:1][CH2:2][C:3]1[CH:11]=[CH:10][C:9]2[CH2:12][NH:13][C@@H:14]([CH:17]3[CH:22]4[CH2:21][CH2:20][N:19]([CH2:24][CH2:23]4)[CH2:18]3)[C:15](=[O:16])[N:7]3[C:8]=2[C:4]=1[CH:5]=[CH:6]3)(=[O:27])[CH3:26]. (4) The product is: [CH3:1][O:2][C:3]1[C:8]([C:9]2[CH:14]=[CH:13][C:12]([O:15][C:16]3[CH:21]=[CH:20][N:19]=[C:18]([C:22]4[CH:23]=[N:24][N:25]([CH3:27])[CH:26]=4)[CH:17]=3)=[C:11]([CH3:28])[N:10]=2)=[CH:7][N:6]=[C:5]([N:42]2[CH2:46][CH2:45][CH2:44][CH2:43]2)[N:4]=1. Given the reactants [CH3:1][O:2][C:3]1[C:8]([C:9]2[CH:14]=[CH:13][C:12]([O:15][C:16]3[CH:21]=[CH:20][N:19]=[C:18]([C:22]4[CH:23]=[N:24][N:25]([CH3:27])[CH:26]=4)[CH:17]=3)=[C:11]([CH3:28])[N:10]=2)=[CH:7][N:6]=[C:5](SC)[N:4]=1.C1C=C(Cl)C=C(C(OO)=O)C=1.[NH:42]1[CH2:46][CH2:45][CH2:44][CH2:43]1, predict the reaction product. (5) The product is: [C:9]([C:3]1[CH:4]=[C:5]([Cl:8])[CH:6]=[CH:7][C:2]=1[NH:1][S:25]([C:21]1[CH:22]=[CH:23][CH:24]=[C:19]([C:17]#[N:18])[CH:20]=1)(=[O:27])=[O:26])(=[O:10])[C:11]1[CH:12]=[CH:13][CH:14]=[CH:15][CH:16]=1. Given the reactants [NH2:1][C:2]1[CH:7]=[CH:6][C:5]([Cl:8])=[CH:4][C:3]=1[C:9]([C:11]1[CH:16]=[CH:15][CH:14]=[CH:13][CH:12]=1)=[O:10].[C:17]([C:19]1[CH:20]=[C:21]([S:25](Cl)(=[O:27])=[O:26])[CH:22]=[CH:23][CH:24]=1)#[N:18], predict the reaction product. (6) Given the reactants [CH2:1](Br)[C:2]1[CH:7]=[CH:6][CH:5]=[CH:4][CH:3]=1.[Br:9][C:10]1[N:19]=[C:18]([C:20]([O:22][CH3:23])=[O:21])[C:17]([OH:24])=[C:16]2[C:11]=1[CH:12]=[CH:13][CH:14]=[N:15]2.C(=O)([O-])[O-].[Cs+].[Cs+].O, predict the reaction product. The product is: [CH2:1]([O:24][C:17]1[C:18]([C:20]([O:22][CH3:23])=[O:21])=[N:19][C:10]([Br:9])=[C:11]2[C:16]=1[N:15]=[CH:14][CH:13]=[CH:12]2)[C:2]1[CH:7]=[CH:6][CH:5]=[CH:4][CH:3]=1. (7) Given the reactants [Cl:1][C:2]1[CH:7]=[CH:6][C:5]([NH:8][C:9](N2C=CN=C2)=[O:10])=[C:4]([C:16](=[O:24])[C:17]2[CH:22]=[CH:21][C:20]([Br:23])=[CH:19][CH:18]=2)[CH:3]=1.[F:25][C:26]([F:30])([F:29])[CH2:27][NH2:28], predict the reaction product. The product is: [Cl:1][C:2]1[CH:3]=[C:4]2[C:5](=[CH:6][CH:7]=1)[NH:8][C:9](=[O:10])[N:28]([CH2:27][C:26]([F:30])([F:29])[F:25])[C:16]2([C:17]1[CH:22]=[CH:21][C:20]([Br:23])=[CH:19][CH:18]=1)[OH:24]. (8) Given the reactants [Cl:1][C:2]1[CH:7]=[C:6]([Cl:8])[CH:5]=[CH:4][C:3]=1[N:9]([CH2:13][CH2:14][CH3:15])[C:10]([NH2:12])=[S:11].C(N(CC)CC)C.Br[CH:24]([CH3:35])[C:25]([C:27]1[CH:32]=[CH:31][C:30]([Cl:33])=[CH:29][C:28]=1[Cl:34])=O, predict the reaction product. The product is: [Cl:34][C:28]1[CH:29]=[C:30]([Cl:33])[CH:31]=[CH:32][C:27]=1[C:25]1[N:12]=[C:10]([N:9]([C:3]2[CH:4]=[CH:5][C:6]([Cl:8])=[CH:7][C:2]=2[Cl:1])[CH2:13][CH2:14][CH3:15])[S:11][C:24]=1[CH3:35].